Dataset: Forward reaction prediction with 1.9M reactions from USPTO patents (1976-2016). Task: Predict the product of the given reaction. (1) Given the reactants C(N(C(C)C)CC)(C)C.[Cl:10][C:11]1[CH:19]=[CH:18][C:14]([C:15](O)=[O:16])=[CH:13][C:12]=1[NH:20][C:21]([C:23]1[C:34](=[O:35])[NH:33][C:26]2[N:27]=[C:28]([O:31][CH3:32])[N:29]=[CH:30][C:25]=2[CH:24]=1)=[O:22].CN(C(ON1N=NC2C=CC=CC1=2)=[N+](C)C)C.F[P-](F)(F)(F)(F)F.[Cl:60][C:61]1[CH:62]=[C:63]([CH:66]=[CH:67][CH:68]=1)[CH2:64][NH2:65], predict the reaction product. The product is: [Cl:10][C:11]1[CH:19]=[CH:18][C:14]([C:15](=[O:16])[NH:65][CH2:64][C:63]2[CH:66]=[CH:67][CH:68]=[C:61]([Cl:60])[CH:62]=2)=[CH:13][C:12]=1[NH:20][C:21]([C:23]1[C:34](=[O:35])[NH:33][C:26]2[N:27]=[C:28]([O:31][CH3:32])[N:29]=[CH:30][C:25]=2[CH:24]=1)=[O:22]. (2) Given the reactants [O:1]=[C:2]1[CH2:7][NH:6][CH2:5][CH2:4][N:3]1[CH:8]1[CH2:17][CH2:16][C:15]2[CH:14]=[C:13]([C:18]#[N:19])[CH:12]=[CH:11][C:10]=2[CH2:9]1.I[CH2:21][CH2:22][C:23]1[CH:28]=[CH:27][C:26]([N+:29]([O-:31])=[O:30])=[CH:25][CH:24]=1.C([O-])([O-])=O.[K+].[K+], predict the reaction product. The product is: [N+:29]([C:26]1[CH:27]=[CH:28][C:23]([CH2:22][CH2:21][N:6]2[CH2:5][CH2:4][N:3]([CH:8]3[CH2:17][CH2:16][C:15]4[CH:14]=[C:13]([C:18]#[N:19])[CH:12]=[CH:11][C:10]=4[CH2:9]3)[C:2](=[O:1])[CH2:7]2)=[CH:24][CH:25]=1)([O-:31])=[O:30]. (3) Given the reactants [CH3:1][N:2]1[CH2:15][CH2:14][C:5]2[NH:6][C:7]3[CH:8]=[CH:9][C:10]([CH3:13])=[CH:11][C:12]=3[C:4]=2[CH2:3]1.Br[C:17]1[CH:22]=[CH:21][C:20]([Br:23])=[CH:19][N:18]=1.[O-]P([O-])([O-])=O.[K+].[K+].[K+].N1CCC[C@H]1C(O)=O, predict the reaction product. The product is: [Br:23][C:20]1[CH:21]=[CH:22][C:17]([N:6]2[C:7]3[CH:8]=[CH:9][C:10]([CH3:13])=[CH:11][C:12]=3[C:4]3[CH2:3][N:2]([CH3:1])[CH2:15][CH2:14][C:5]2=3)=[N:18][CH:19]=1. (4) Given the reactants [NH2:1][CH2:2][CH2:3][NH:4][C:5]1[N:13]=[C:12]([Cl:14])[N:11]=[C:10]2[C:6]=1[N:7]=[CH:8][N:9]2[CH:15]1[CH2:19][CH2:18][CH2:17][CH2:16]1.CO.[Cl:22][C:23]1[CH:24]=[C:25]([CH:28]=[CH:29][CH:30]=1)[CH:26]=O.[BH3-]C#N.[Na+], predict the reaction product. The product is: [Cl:14][C:12]1[N:11]=[C:10]2[C:6]([N:7]=[CH:8][N:9]2[CH:15]2[CH2:19][CH2:18][CH2:17][CH2:16]2)=[C:5]([NH:4][CH2:3][CH2:2][NH:1][CH2:26][C:25]2[CH:28]=[CH:29][CH:30]=[C:23]([Cl:22])[CH:24]=2)[N:13]=1. (5) Given the reactants [CH2:1]([N:4]([CH3:22])[CH2:5][CH2:6][CH2:7][CH2:8][CH2:9][CH2:10][O:11][C:12]1[CH:13]=[C:14]2[C:19](=[CH:20][CH:21]=1)[NH:18][CH2:17][CH2:16][CH2:15]2)[CH:2]=[CH2:3].CCN(C(C)C)C(C)C.Cl[C:33]([O:35][C:36]1[CH:41]=[CH:40][C:39]([Cl:42])=[CH:38][CH:37]=1)=[O:34], predict the reaction product. The product is: [Cl:42][C:39]1[CH:40]=[CH:41][C:36]([O:35][C:33]([N:18]2[C:19]3[C:14](=[CH:13][C:12]([O:11][CH2:10][CH2:9][CH2:8][CH2:7][CH2:6][CH2:5][N:4]([CH2:1][CH:2]=[CH2:3])[CH3:22])=[CH:21][CH:20]=3)[CH2:15][CH2:16][CH2:17]2)=[O:34])=[CH:37][CH:38]=1. (6) Given the reactants [CH3:1][CH:2]1[CH2:6][CH2:5][CH2:4][NH:3]1.[Li]CCCC.[Br:12][C:13]1[CH:22]=[CH:21][C:20]2[C:15](=[CH:16][CH:17]=[C:18]([CH:23]=[CH2:24])[CH:19]=2)[CH:14]=1, predict the reaction product. The product is: [Br:12][C:13]1[CH:14]=[C:15]2[C:20](=[CH:21][CH:22]=1)[CH:19]=[C:18]([CH2:23][CH2:24][N:3]1[CH2:4][CH2:5][CH2:6][CH:2]1[CH3:1])[CH:17]=[CH:16]2. (7) Given the reactants [F:1][C:2]1[CH:10]=[C:9]2[C:5]([C:6]([C:20]3[CH:21]=[N:22][N:23]([CH2:25][CH:26]=[O:27])[CH:24]=3)=[CH:7][N:8]2[S:11]([C:14]2[CH:19]=[CH:18][CH:17]=[CH:16][CH:15]=2)(=[O:13])=[O:12])=[CH:4][CH:3]=1.[Si]([C:32]#[N:33])(C)(C)C.CCN(C(C)C)C(C)C, predict the reaction product. The product is: [F:1][C:2]1[CH:10]=[C:9]2[C:5]([C:6]([C:20]3[CH:21]=[N:22][N:23]([CH2:25][CH:26]([OH:27])[C:32]#[N:33])[CH:24]=3)=[CH:7][N:8]2[S:11]([C:14]2[CH:15]=[CH:16][CH:17]=[CH:18][CH:19]=2)(=[O:13])=[O:12])=[CH:4][CH:3]=1.